From a dataset of Forward reaction prediction with 1.9M reactions from USPTO patents (1976-2016). Predict the product of the given reaction. (1) Given the reactants [Cl:1][C:2]1[CH:3]=[CH:4][C:5]2[NH:11][C:10]3[CH:12]=[CH:13][CH:14]=[CH:15][C:9]=3[C:8](=O)[NH:7][C:6]=2[CH:17]=1.[CH3:18][C@H:19]1[CH2:24][NH:23][C@H:22]([CH3:25])[CH2:21][NH:20]1, predict the reaction product. The product is: [Cl:1][C:2]1[CH:3]=[CH:4][C:5]2[NH:11][C:10]3[CH:12]=[CH:13][CH:14]=[CH:15][C:9]=3[C:8]([N:20]3[CH2:21][C@@H:22]([CH3:25])[NH:23][CH2:24][C@@H:19]3[CH3:18])=[N:7][C:6]=2[CH:17]=1. (2) Given the reactants [F:1][C:2]1[CH:3]=[C:4]([CH:35]=[CH:36][C:37]=1[F:38])[CH2:5][N:6]1[CH:11]=[CH:10][CH:9]=[C:8]([C:12]([NH:14][CH2:15][C:16]2[CH:17]=[C:18]([C:22]3[C:30]4[C:25](=[N:26][CH:27]=[C:28]([C:31]([NH2:33])=[O:32])[CH:29]=4)[NH:24][CH:23]=3)[CH:19]=[CH:20][CH:21]=2)=[O:13])[C:7]1=[O:34].F[C:40]1C=C(C=C[C:75]=1F)CN1C=CC=C(C(NCC2C=C(C3C4C(=NC=C(C(O)=O)C=4)NC=3)C=CC=2)=O)C1=O.Cl.C(N)C, predict the reaction product. The product is: [CH2:40]([NH:33][C:31]([C:28]1[CH:29]=[C:30]2[C:22]([C:18]3[CH:19]=[CH:20][CH:21]=[C:16]([CH2:15][NH:14][C:12]([C:8]4[C:7](=[O:34])[N:6]([CH2:5][C:4]5[CH:35]=[CH:36][C:37]([F:38])=[C:2]([F:1])[CH:3]=5)[CH:11]=[CH:10][CH:9]=4)=[O:13])[CH:17]=3)=[CH:23][NH:24][C:25]2=[N:26][CH:27]=1)=[O:32])[CH3:75].